Dataset: Forward reaction prediction with 1.9M reactions from USPTO patents (1976-2016). Task: Predict the product of the given reaction. Given the reactants [CH:1]1([CH2:6][CH2:7][CH2:8][CH2:9]O)[CH2:5][CH2:4][CH2:3][CH2:2]1.[Br:11]P(Br)(C1C=CC=CC=1)(C1C=CC=CC=1)C1C=CC=CC=1, predict the reaction product. The product is: [Br:11][CH2:9][CH2:8][CH2:7][CH2:6][CH:1]1[CH2:5][CH2:4][CH2:3][CH2:2]1.